From a dataset of Full USPTO retrosynthesis dataset with 1.9M reactions from patents (1976-2016). Predict the reactants needed to synthesize the given product. (1) Given the product [CH3:1][N@@+:2]1([O-:29])[CH2:9][C@@H:8]2[C@@H:4]([N:5]([C:10]3[CH:15]=[CH:14][C:13]([C:16]4[CH:21]=[CH:20][C:19]([N:22]5[C:27](=[O:28])[CH:26]=[CH:25][CH:24]=[N:23]5)=[CH:18][CH:17]=4)=[CH:12][CH:11]=3)[CH2:6][CH2:7]2)[CH2:3]1, predict the reactants needed to synthesize it. The reactants are: [CH3:1][N:2]1[CH2:9][C@@H:8]2[C@@H:4]([N:5]([C:10]3[CH:15]=[CH:14][C:13]([C:16]4[CH:21]=[CH:20][C:19]([N:22]5[C:27](=[O:28])[CH:26]=[CH:25][CH:24]=[N:23]5)=[CH:18][CH:17]=4)=[CH:12][CH:11]=3)[CH2:6][CH2:7]2)[CH2:3]1.[OH:29]O. (2) The reactants are: [Br:1][C:2]1[CH:3]=[N:4][C:5](Cl)=[N:6][CH:7]=1.[C:9]([O:13][C:14]([N:16]1[CH2:21][CH2:20][CH:19]([NH2:22])[CH2:18][CH2:17]1)=[O:15])([CH3:12])([CH3:11])[CH3:10].C(N(C(C)C)C(C)C)C. Given the product [C:9]([O:13][C:14]([N:16]1[CH2:21][CH2:20][CH:19]([NH:22][C:5]2[N:4]=[CH:3][C:2]([Br:1])=[CH:7][N:6]=2)[CH2:18][CH2:17]1)=[O:15])([CH3:12])([CH3:10])[CH3:11], predict the reactants needed to synthesize it. (3) The reactants are: [NH2:1][C@:2]12[CH2:45][CH2:44][C@@H:43]([C:46]([CH3:48])=[CH2:47])[C@@H:3]1[C@@H:4]1[C@@:17]([CH3:20])([CH2:18][CH2:19]2)[C@@:16]2([CH3:21])[C@@H:7]([C@:8]3([CH3:42])[C@@H:13]([CH2:14][CH2:15]2)[C:12]([CH3:23])([CH3:22])[C:11]([C:24]2[CH2:29][CH2:28][C@@:27]([CH2:40][F:41])([C:30]([O:32][CH2:33][C:34]4[CH:39]=[CH:38][CH:37]=[CH:36][CH:35]=4)=[O:31])[CH2:26][CH:25]=2)=[CH:10][CH2:9]3)[CH2:6][CH2:5]1.Cl.Cl[CH2:51][CH2:52][N:53]1[CH2:58][CH2:57][O:56][CH2:55][CH2:54]1.[O-]P([O-])([O-])=O.[K+].[K+].[K+].[I-].[K+]. Given the product [F:41][CH2:40][C@@:27]1([C:30]([O:32][CH2:33][C:34]2[CH:35]=[CH:36][CH:37]=[CH:38][CH:39]=2)=[O:31])[CH2:28][CH2:29][C:24]([C:11]2[C:12]([CH3:22])([CH3:23])[C@H:13]3[C@:8]([CH3:42])([CH2:9][CH:10]=2)[C@@H:7]2[C@:16]([CH3:21])([C@@:17]4([CH3:20])[C@H:4]([CH2:5][CH2:6]2)[C@H:3]2[C@H:43]([C:46]([CH3:48])=[CH2:47])[CH2:44][CH2:45][C@:2]2([NH:1][CH2:51][CH2:52][N:53]2[CH2:58][CH2:57][O:56][CH2:55][CH2:54]2)[CH2:19][CH2:18]4)[CH2:15][CH2:14]3)=[CH:25][CH2:26]1, predict the reactants needed to synthesize it. (4) Given the product [NH2:1][C:2]1[C:3]([C:8]([NH:10][O:11][CH3:12])=[O:9])=[N:4][C:5]([Br:18])=[CH:6][CH:7]=1, predict the reactants needed to synthesize it. The reactants are: [NH2:1][C:2]1[C:3]([C:8]([NH:10][O:11][CH3:12])=[O:9])=[N:4][CH:5]=[CH:6][CH:7]=1.S(=O)(=O)(O)O.[Br:18]Br. (5) The reactants are: [C:1]1([C:7]([O:9][CH2:10][CH2:11][O:12][C:13]([O:15]N2C(=O)CCC2=O)=O)=[O:8])[CH:6]=[CH:5][CH:4]=[CH:3][CH:2]=1.[C:23](#[N:25])[CH3:24]. Given the product [C:7]([O:9][CH2:10][CH2:11][O:12][C:13](=[O:15])[NH:25][CH2:23][CH2:24][C:1]([CH3:6])([CH3:2])[CH2:7][OH:8])(=[O:8])[C:1]1[CH:2]=[CH:3][CH:4]=[CH:5][CH:6]=1, predict the reactants needed to synthesize it. (6) Given the product [C:21]([NH:20][C:16]1[CH:15]=[C:14]([CH:11]2[CH2:12][CH2:13][N:8]([CH2:7][CH2:6][CH2:5][CH2:4][CH2:3][CH2:2][NH:1][C:35](=[O:36])[C:34]3[CH:38]=[CH:39][CH:40]=[N:41][C:33]=3[O:26][C:27]3[CH:28]=[CH:29][CH:30]=[CH:31][CH:32]=3)[CH2:9][CH2:10]2)[CH:19]=[CH:18][CH:17]=1)(=[O:25])[CH:22]([CH3:23])[CH3:24], predict the reactants needed to synthesize it. The reactants are: [NH2:1][CH2:2][CH2:3][CH2:4][CH2:5][CH2:6][CH2:7][N:8]1[CH2:13][CH2:12][CH:11]([C:14]2[CH:15]=[C:16]([NH:20][C:21](=[O:25])[CH:22]([CH3:24])[CH3:23])[CH:17]=[CH:18][CH:19]=2)[CH2:10][CH2:9]1.[O:26]([C:33]1[N:41]=[CH:40][CH:39]=[CH:38][C:34]=1[C:35](Cl)=[O:36])[C:27]1[CH:32]=[CH:31][CH:30]=[CH:29][CH:28]=1.